This data is from Reaction yield outcomes from USPTO patents with 853,638 reactions. The task is: Predict the reaction yield, written as a fraction of the theoretical maximum amount of product (1.0 means a 100% yield; for example, 0.34 means a 34% yield). (1) The reactants are [Br:1][C:2]1[C:10]2[O:9][CH:8]=[C:7]([CH2:11]Br)[C:6]=2[C:5]([F:13])=[C:4]([F:14])[CH:3]=1.C([O-])(=[O:17])C.[K+].CO.C(=O)([O-])[O-].[K+].[K+]. The catalyst is C(#N)C. The product is [Br:1][C:2]1[C:10]2[O:9][CH:8]=[C:7]([CH2:11][OH:17])[C:6]=2[C:5]([F:13])=[C:4]([F:14])[CH:3]=1. The yield is 0.760. (2) The reactants are [H-].[Na+].[Cl:3][C:4]1[C:12]2[N:11]=[C:10]3[N:13]([C:17]4[CH:22]=[CH:21][C:20]([Cl:23])=[CH:19][C:18]=4[C:24]([F:27])([F:26])[F:25])[CH2:14][CH2:15][CH2:16][N:9]3[C:8]=2[C:7]([C:28]([OH:33])([CH2:31][CH3:32])[CH2:29][CH3:30])=[CH:6][CH:5]=1.[CH3:34]I. The catalyst is CN(C)C=O.O. The product is [Cl:3][C:4]1[C:12]2[N:11]=[C:10]3[N:13]([C:17]4[CH:22]=[CH:21][C:20]([Cl:23])=[CH:19][C:18]=4[C:24]([F:25])([F:27])[F:26])[CH2:14][CH2:15][CH2:16][N:9]3[C:8]=2[C:7]([C:28]([CH2:31][CH3:32])([O:33][CH3:34])[CH2:29][CH3:30])=[CH:6][CH:5]=1. The yield is 0.680. (3) The reactants are [N:1]1([C:6]([C:8]2[CH:13]=[CH:12][C:11]([C:14]3[O:15][C:16]([C:19]4[C:20]([C:25]5[CH:30]=[CH:29][CH:28]=[CH:27][CH:26]=5)=[N:21][O:22][C:23]=4[CH3:24])=[N:17][N:18]=3)=[CH:10][CH:9]=2)=[O:7])[CH:5]=[CH:4]N=C1.[CH:31]1(N)CC1. The catalyst is O1CCCC1. The product is [CH:5]1([NH:1][C:6](=[O:7])[C:8]2[CH:13]=[CH:12][C:11]([C:14]3[O:15][C:16]([C:19]4[C:20]([C:25]5[CH:26]=[CH:27][CH:28]=[CH:29][CH:30]=5)=[N:21][O:22][C:23]=4[CH3:24])=[N:17][N:18]=3)=[CH:10][CH:9]=2)[CH2:4][CH2:31]1. The yield is 0.770. (4) The product is [Br:11][C:12]1[C:19]([Cl:20])=[CH:18][CH:17]=[CH:16][C:13]=1[CH:14]([OH:15])[CH2:1][CH2:2][CH3:3]. The catalyst is O1CCCC1.[Cl-].[Zn+2].[Cl-]. The reactants are [CH2:1]([Mg]Cl)[CH2:2][CH3:3].C(OCC)C.[Br:11][C:12]1[C:19]([Cl:20])=[CH:18][CH:17]=[CH:16][C:13]=1[CH:14]=[O:15].[Cl-].[NH4+]. The yield is 0.620. (5) The reactants are [OH:1][C:2]([C:34]1[CH:39]=[CH:38][CH:37]=[CH:36][CH:35]=1)([C:28]1[CH:33]=[CH:32][CH:31]=[CH:30][CH:29]=1)[CH:3]1[CH2:8][CH2:7][N:6]([CH2:9][CH2:10][CH2:11][C:12]([C:14]2[CH:19]=[CH:18][C:17]([C:20]([CH3:27])([CH3:26])[C:21]([O:23]CC)=[O:22])=[CH:16][CH:15]=2)=[O:13])[CH2:5][CH2:4]1.[OH-].[Na+].[BH4-].[Na+].CC(C)=O.[ClH:48]. The catalyst is O.CO. The product is [OH2:1].[ClH:48].[OH:1][C:2]([C:34]1[CH:35]=[CH:36][CH:37]=[CH:38][CH:39]=1)([C:28]1[CH:29]=[CH:30][CH:31]=[CH:32][CH:33]=1)[CH:3]1[CH2:8][CH2:7][N:6]([CH2:9][CH2:10][CH2:11][CH:12]([C:14]2[CH:19]=[CH:18][C:17]([C:20]([CH3:27])([CH3:26])[C:21]([OH:23])=[O:22])=[CH:16][CH:15]=2)[OH:13])[CH2:5][CH2:4]1. The yield is 0.980. (6) The reactants are [ClH:1].C([N:9]1[CH2:20][CH:19]2[CH2:21][CH:11]([CH2:12][C:13]3[CH:14]=[C:15]([CH2:22][CH3:23])[CH:16]=[CH:17][C:18]=32)[CH2:10]1)C1C=CC=CC=1.C([O-])=O.[NH4+]. The catalyst is CO.[OH-].[OH-].[Pd+2]. The product is [ClH:1].[CH2:22]([C:15]1[CH:16]=[CH:17][C:18]2[N:9]3[CH2:10][CH:11]([CH2:12][C:13]=2[CH:14]=1)[CH2:21][CH2:19][CH2:20]3)[CH3:23]. The yield is 0.680. (7) The reactants are [OH:1][C:2]1[CH:3]=[CH:4][C:5]([C:8]([OH:10])=O)=[N:6][CH:7]=1.CN([C:14]([O:18][N:19]1N=NC2C=CC=N[C:20]1=2)=[N+](C)C)C.F[P-](F)(F)(F)(F)F.Cl.CONC.O. The catalyst is CN(C=O)C. The product is [OH:1][C:2]1[CH:3]=[CH:4][C:5]([C:8]([N:19]([O:18][CH3:14])[CH3:20])=[O:10])=[N:6][CH:7]=1. The yield is 0.870. (8) The product is [F:1][C:2]1[C:7]2[N:8]=[C:9]([CH2:11][C:12]3[C:20]4[C:15](=[CH:16][CH:17]=[CH:18][CH:19]=4)[N:14]([CH2:21][C:22]([OH:24])=[O:23])[CH:13]=3)[S:10][C:6]=2[C:5]([F:27])=[CH:4][C:3]=1[F:28]. The yield is 0.980. The catalyst is COCCOC. The reactants are [F:1][C:2]1[C:7]2[N:8]=[C:9]([CH2:11][C:12]3[C:20]4[C:15](=[CH:16][CH:17]=[CH:18][CH:19]=4)[N:14]([CH2:21][C:22]([O:24]CC)=[O:23])[CH:13]=3)[S:10][C:6]=2[C:5]([F:27])=[CH:4][C:3]=1[F:28].[OH-].[Na+].Cl.